From a dataset of Forward reaction prediction with 1.9M reactions from USPTO patents (1976-2016). Predict the product of the given reaction. (1) Given the reactants [CH3:1][C:2]1[CH:9]=[C:8]([N+:10]([O-:12])=[O:11])[CH:7]=[CH:6][C:3]=1[C:4]#[N:5], predict the reaction product. The product is: [CH3:1][C:2]1[CH:9]=[C:8]([N+:10]([O-:12])=[O:11])[CH:7]=[CH:6][C:3]=1[CH2:4][NH2:5]. (2) Given the reactants [NH:1]1[CH2:6][CH2:5][CH2:4][CH:3]([NH:7][C:8]2[C:9]3[CH:16]=[CH:15][NH:14][C:10]=3[N:11]=[CH:12][CH:13]=2)[CH2:2]1.[CH:17](=O)[C:18]1[CH:23]=[CH:22][CH:21]=[CH:20][CH:19]=1, predict the reaction product. The product is: [CH2:17]([N:1]1[CH2:6][CH2:5][CH2:4][CH:3]([NH:7][C:8]2[C:9]3[CH:16]=[CH:15][NH:14][C:10]=3[N:11]=[CH:12][CH:13]=2)[CH2:2]1)[C:18]1[CH:23]=[CH:22][CH:21]=[CH:20][CH:19]=1. (3) Given the reactants Br[C:2]1[CH:3]=[C:4]([O:10][CH3:11])[C:5]([O:8][CH3:9])=[N:6][CH:7]=1.[Cu][C:13]#[N:14], predict the reaction product. The product is: [CH3:11][O:10][C:4]1[C:5]([O:8][CH3:9])=[N:6][CH:7]=[C:2]([CH:3]=1)[C:13]#[N:14]. (4) The product is: [C:33]([O:37][C:38](=[O:61])[NH:39][CH:40]1[CH2:41][CH2:42][N:43]([C:46]2[CH:51]=[CH:50][C:49]([C:2]3[CH:22]=[C:6]([C:7](=[O:8])[NH:9][CH2:10][C:11]4[C:12](=[O:21])[NH:13][C:14]([CH3:20])=[CH:15][C:16]=4[CH:17]([CH3:19])[CH3:18])[C:5]([CH3:23])=[C:4]([N:24]([CH2:31][CH3:32])[CH:25]4[CH2:30][CH2:29][O:28][CH2:27][CH2:26]4)[CH:3]=3)=[CH:48][N:47]=2)[CH2:44][CH2:45]1)([CH3:36])([CH3:34])[CH3:35]. Given the reactants Br[C:2]1[CH:3]=[C:4]([N:24]([CH2:31][CH3:32])[CH:25]2[CH2:30][CH2:29][O:28][CH2:27][CH2:26]2)[C:5]([CH3:23])=[C:6]([CH:22]=1)[C:7]([NH:9][CH2:10][C:11]1[C:12](=[O:21])[NH:13][C:14]([CH3:20])=[CH:15][C:16]=1[CH:17]([CH3:19])[CH3:18])=[O:8].[C:33]([O:37][C:38](=[O:61])[NH:39][CH:40]1[CH2:45][CH2:44][N:43]([C:46]2[CH:51]=[CH:50][C:49](B3OC(C)(C)C(C)(C)O3)=[CH:48][N:47]=2)[CH2:42][CH2:41]1)([CH3:36])([CH3:35])[CH3:34].C([O-])([O-])=O.[Na+].[Na+], predict the reaction product. (5) Given the reactants [Si]([O:8][CH2:9][C@@:10]1([CH3:35])[S:16][CH2:15][CH2:14][N:13]2[C:17]([C:20]3([C:23]4[CH:28]=[CH:27][C:26]([C:29]5[CH:30]=[N:31][CH:32]=[CH:33][CH:34]=5)=[CH:25][CH:24]=4)[CH2:22][CH2:21]3)=[N:18][N:19]=[C:12]2[CH2:11]1)(C(C)(C)C)(C)C.Cl, predict the reaction product. The product is: [CH3:35][C@:10]1([CH2:9][OH:8])[S:16][CH2:15][CH2:14][N:13]2[C:17]([C:20]3([C:23]4[CH:28]=[CH:27][C:26]([C:29]5[CH:30]=[N:31][CH:32]=[CH:33][CH:34]=5)=[CH:25][CH:24]=4)[CH2:22][CH2:21]3)=[N:18][N:19]=[C:12]2[CH2:11]1. (6) Given the reactants [Cl:1][C:2]1[C:3]([N:42]2[CH2:47][C@@H:46]([NH:48][C:49]([O:51][C:52]([CH3:55])([CH3:54])[CH3:53])=[O:50])[CH2:45][C@@H:44]([NH:56][C:57]([O:59][C:60]([CH3:63])([CH3:62])[CH3:61])=[O:58])[CH2:43]2)=[N:4][C:5]([N:20]2[CH2:25][C@@H:24]([NH:26][C:27]([O:29][C:30]([CH3:33])([CH3:32])[CH3:31])=[O:28])[CH2:23][C@@H:22]([NH:34][C:35]([O:37][C:38]([CH3:41])([CH3:40])[CH3:39])=[O:36])[CH2:21]2)=[C:6]([Cl:19])[C:7]=1[NH:8][C:9]1[CH:14]=[CH:13][C:12]([NH:15]C(=O)C)=[CH:11][CH:10]=1.NN, predict the reaction product. The product is: [Cl:1][C:2]1[C:3]([N:42]2[CH2:47][C@@H:46]([NH:48][C:49]([O:51][C:52]([CH3:55])([CH3:54])[CH3:53])=[O:50])[CH2:45][C@@H:44]([NH:56][C:57]([O:59][C:60]([CH3:63])([CH3:62])[CH3:61])=[O:58])[CH2:43]2)=[N:4][C:5]([N:20]2[CH2:25][C@@H:24]([NH:26][C:27]([O:29][C:30]([CH3:33])([CH3:32])[CH3:31])=[O:28])[CH2:23][C@@H:22]([NH:34][C:35]([O:37][C:38]([CH3:41])([CH3:40])[CH3:39])=[O:36])[CH2:21]2)=[C:6]([Cl:19])[C:7]=1[NH:8][C:9]1[CH:14]=[CH:13][C:12]([NH2:15])=[CH:11][CH:10]=1.